From a dataset of Full USPTO retrosynthesis dataset with 1.9M reactions from patents (1976-2016). Predict the reactants needed to synthesize the given product. (1) Given the product [OH:15][CH2:14][C@@H:16]([N:69]1[C:65](=[O:75])[C:66]2[C:67](=[CH:71][CH:72]=[CH:73][CH:74]=2)[C:68]1=[O:70])[CH:17]=[CH2:18], predict the reactants needed to synthesize it. The reactants are: C(=O)([O-])[O-].[Na+].[Na+].C1C[C@@H](N[C:14]([C:16]2C3C(=CC=CC=3)C=[CH:18][C:17]=2P(C2C=CC=CC=2)C2C=CC=CC=2)=[O:15])[C@H](N[C:14]([C:16]2C3C(=CC=CC=3)C=[CH:18][C:17]=2P(C2C=CC=CC=2)C2C=CC=CC=2)=[O:15])CC1.[C:65]1(=[O:75])[NH:69][C:68](=[O:70])[C:67]2=[CH:71][CH:72]=[CH:73][CH:74]=[C:66]12.C(C1CO1)=C. (2) Given the product [CH2:16]([N:23]1[CH2:24][CH2:25][C:26]2([C:29]3[CH:30]=[CH:31][C:32]([F:35])=[CH:33][CH:34]=3)[CH:27]([CH2:1]2)[CH2:28]1)[C:17]1[CH:18]=[CH:19][CH:20]=[CH:21][CH:22]=1, predict the reactants needed to synthesize it. The reactants are: [CH2:1]([Zn]CC)C.C(O)(C(F)(F)F)=O.ICI.[CH2:16]([N:23]1[CH2:28][CH:27]=[C:26]([C:29]2[CH:34]=[CH:33][C:32]([F:35])=[CH:31][CH:30]=2)[CH2:25][CH2:24]1)[C:17]1[CH:22]=[CH:21][CH:20]=[CH:19][CH:18]=1. (3) Given the product [C:3]([C:7]1[CH:12]=[C:11]([CH3:13])[CH:10]=[CH:9][C:8]=1[N:14]1[CH2:15][CH2:16][N:17]([C:28](=[O:34])[C:29]([O:31][CH2:32][CH3:33])=[O:30])[CH2:18][CH2:19]1)([CH3:6])([CH3:4])[CH3:5], predict the reactants needed to synthesize it. The reactants are: Cl.Cl.[C:3]([C:7]1[CH:12]=[C:11]([CH3:13])[CH:10]=[CH:9][C:8]=1[N:14]1[CH2:19][CH2:18][NH:17][CH2:16][CH2:15]1)([CH3:6])([CH3:5])[CH3:4].C(N(CC)CC)C.Cl[C:28](=[O:34])[C:29]([O:31][CH2:32][CH3:33])=[O:30].O. (4) The reactants are: C(OC([NH:8][CH2:9][C:10]1[C:11]([C:28]2[CH:33]=[CH:32][C:31]([CH3:34])=[CH:30][CH:29]=2)=[C:12]([CH2:24][C:25]([OH:27])=[O:26])[C:13]([CH2:20][CH:21]([CH3:23])[CH3:22])=[N:14][C:15]=1[CH2:16][CH:17]([CH3:19])[CH3:18])=O)(C)(C)C.O1CCOCC1.[ClH:41]. Given the product [ClH:41].[ClH:41].[NH2:8][CH2:9][C:10]1[C:11]([C:28]2[CH:33]=[CH:32][C:31]([CH3:34])=[CH:30][CH:29]=2)=[C:12]([CH2:24][C:25]([OH:27])=[O:26])[C:13]([CH2:20][CH:21]([CH3:23])[CH3:22])=[N:14][C:15]=1[CH2:16][CH:17]([CH3:19])[CH3:18], predict the reactants needed to synthesize it. (5) Given the product [F:1][C:2]1[CH:7]=[CH:6][C:5]([F:8])=[CH:4][C:3]=1[C:9]1[N:14]=[C:13]([NH:15][C:16]2[CH:21]=[CH:20][N:19]=[C:18]3[CH:22]=[N:23][N:24]([C:28]([NH:27][CH2:30][CH3:31])=[O:29])[C:17]=23)[C:12]([CH3:25])=[C:11]([CH3:26])[N:10]=1, predict the reactants needed to synthesize it. The reactants are: [F:1][C:2]1[CH:7]=[CH:6][C:5]([F:8])=[CH:4][C:3]=1[C:9]1[N:14]=[C:13]([NH:15][C:16]2[CH:21]=[CH:20][N:19]=[C:18]3[CH:22]=[N:23][NH:24][C:17]=23)[C:12]([CH3:25])=[C:11]([CH3:26])[N:10]=1.[N:27]([CH2:30][CH3:31])=[C:28]=[O:29]. (6) The reactants are: Cl[C:2]1[N:11]=[C:10]2[C:5]([CH:6]=[C:7]([C:16]([O:18][CH2:19][CH3:20])=[O:17])[C:8]([C:12]([F:15])([F:14])[F:13])=[N:9]2)=[C:4]([CH3:21])[C:3]=1[F:22].[CH3:23]B(O)O. Given the product [CH3:21][C:4]1[C:3]([F:22])=[C:2]([CH3:23])[N:11]=[C:10]2[C:5]=1[CH:6]=[C:7]([C:16]([O:18][CH2:19][CH3:20])=[O:17])[C:8]([C:12]([F:15])([F:14])[F:13])=[N:9]2, predict the reactants needed to synthesize it.